This data is from Forward reaction prediction with 1.9M reactions from USPTO patents (1976-2016). The task is: Predict the product of the given reaction. (1) Given the reactants [F:1][C:2]1[CH:3]=[C:4]([CH3:14])[C:5]([N+:11]([O-])=O)=[C:6]([CH:10]=1)[C:7]([OH:9])=[O:8].Cl[Sn]Cl.C([O-])(O)=O.[Na+], predict the reaction product. The product is: [NH2:11][C:5]1[C:4]([CH3:14])=[CH:3][C:2]([F:1])=[CH:10][C:6]=1[C:7]([OH:9])=[O:8]. (2) Given the reactants [C:1]([C:4]1[C:22](=[O:23])[C@@:8]2([CH3:24])[C:9]3[C:15]([OH:16])=[CH:14][C:13]([O:17][CH3:18])=[C:12]([C:19]([NH2:21])=[O:20])[C:10]=3[O:11][C:7]2=[CH:6][C:5]=1[OH:25])(=[O:3])[CH3:2].[CH3:26][C:27]1[CH:34]=[C:33]([CH3:35])[CH:32]=[C:31]([CH3:36])[C:28]=1[CH:29]=O.C([SiH](CC)CC)C.FC(F)(F)C(O)=O, predict the reaction product. The product is: [C:1]([C:4]1[C:22](=[O:23])[C@@:8]2([CH3:24])[C:9]3[C:15]([OH:16])=[CH:14][C:13]([O:17][CH3:18])=[C:12]([C:19]([NH:21][CH2:29][C:28]4[C:31]([CH3:36])=[CH:32][C:33]([CH3:35])=[CH:34][C:27]=4[CH3:26])=[O:20])[C:10]=3[O:11][C:7]2=[CH:6][C:5]=1[OH:25])(=[O:3])[CH3:2]. (3) Given the reactants Cl[C:2]1[N:12]=[CH:11][CH:10]=[CH:9][C:3]=1[C:4]([O:6]CC)=[O:5].[C:13]12([CH2:23][NH2:24])[CH2:22][CH:17]3[CH2:18][CH:19]([CH2:21][CH:15]([CH2:16]3)[CH2:14]1)[CH2:20]2.C(C(CC)CN)C, predict the reaction product. The product is: [C:13]12([CH2:23][NH:24][C:2]3[N:12]=[CH:11][CH:10]=[CH:9][C:3]=3[C:4]([OH:6])=[O:5])[CH2:20][CH:19]3[CH2:18][CH:17]([CH2:16][CH:15]([CH2:21]3)[CH2:14]1)[CH2:22]2. (4) Given the reactants [CH:1]1([CH2:4][O:5][C:6]2[C:11]([Cl:12])=[CH:10][C:9]([OH:13])=[CH:8][C:7]=2[Cl:14])[CH2:3][CH2:2]1.[H-].[Na+].Br[CH2:18][C:19]1[CH:24]=[CH:23][CH:22]=[CH:21][C:20]=1/[C:25](=[CH:30]\[O:31][CH3:32])/[C:26]([O:28][CH3:29])=[O:27], predict the reaction product. The product is: [CH:1]1([CH2:4][O:5][C:6]2[C:7]([Cl:14])=[CH:8][C:9]([O:13][CH2:18][C:19]3[CH:24]=[CH:23][CH:22]=[CH:21][C:20]=3/[C:25](=[CH:30]\[O:31][CH3:32])/[C:26]([O:28][CH3:29])=[O:27])=[CH:10][C:11]=2[Cl:12])[CH2:2][CH2:3]1. (5) Given the reactants [C:1]([O:5][C:6]([N:8]1[CH2:13][CH2:12][CH:11]([CH2:14][O:15][CH2:16][CH:17]([NH2:25])[C:18]2[CH:23]=[CH:22][CH:21]=[CH:20][C:19]=2[Cl:24])[CH2:10][CH2:9]1)=[O:7])([CH3:4])([CH3:3])[CH3:2].[Cl:26][C:27]1[CH:28]=[C:29]2[C:33](=[CH:34][CH:35]=1)[NH:32][C:31]([C:36](O)=[O:37])=[CH:30]2, predict the reaction product. The product is: [C:1]([O:5][C:6]([N:8]1[CH2:9][CH2:10][CH:11]([CH2:14][O:15][CH2:16][CH:17]([NH:25][C:36]([C:31]2[NH:32][C:33]3[C:29]([CH:30]=2)=[CH:28][C:27]([Cl:26])=[CH:35][CH:34]=3)=[O:37])[C:18]2[CH:23]=[CH:22][CH:21]=[CH:20][C:19]=2[Cl:24])[CH2:12][CH2:13]1)=[O:7])([CH3:4])([CH3:2])[CH3:3].